From a dataset of Full USPTO retrosynthesis dataset with 1.9M reactions from patents (1976-2016). Predict the reactants needed to synthesize the given product. (1) Given the product [CH2:1]([O:8][CH2:9][C@H:10]([C:11]1[S:34][C:15]2[C:14]([N:13]=1)=[CH:19][C:18]([Cl:20])=[CH:17][N:16]=2)[O:22][C:23]1[C:24]([F:32])=[C:25]([C:26]([F:29])=[CH:27][CH:28]=1)[C:30]#[N:31])[C:2]1[CH:7]=[CH:6][CH:5]=[CH:4][CH:3]=1, predict the reactants needed to synthesize it. The reactants are: [CH2:1]([O:8][CH2:9][C@@H:10]([O:22][C:23]1[CH:28]=[CH:27][C:26]([F:29])=[C:25]([C:30]#[N:31])[C:24]=1[F:32])[C:11]([NH:13][C:14]1[C:15](Cl)=[N:16][CH:17]=[C:18]([Cl:20])[CH:19]=1)=O)[C:2]1[CH:7]=[CH:6][CH:5]=[CH:4][CH:3]=1.P12(SP3(SP(SP(S3)(S1)=S)(=S)S2)=S)=[S:34]. (2) The reactants are: Cl[C:2]1[N:26]=[CH:25][C:24]([Cl:27])=[CH:23][C:3]=1[C:4]([NH:6][C:7](=[NH:22])[CH2:8][O:9][CH2:10][CH2:11][C:12]1[CH:21]=[CH:20][C:19]2[C:14](=[CH:15][CH:16]=[CH:17][CH:18]=2)[CH:13]=1)=[O:5].C(=O)([O-])[O-].[K+].[K+]. Given the product [Cl:27][C:24]1[CH:25]=[N:26][C:2]2[N:22]=[C:7]([CH2:8][O:9][CH2:10][CH2:11][C:12]3[CH:21]=[CH:20][C:19]4[C:14](=[CH:15][CH:16]=[CH:17][CH:18]=4)[CH:13]=3)[NH:6][C:4](=[O:5])[C:3]=2[CH:23]=1, predict the reactants needed to synthesize it. (3) Given the product [F:18][C:19]([F:29])([F:30])[C:20]1[CH:21]=[C:22]([NH:26][C:27]([CH:4]2[C:5](=[O:8])[CH2:6][CH2:7][C:2]([CH3:1])([C:10]3[CH:15]=[CH:14][CH:13]=[CH:12][CH:11]=3)[C:3]2=[O:9])=[O:28])[CH:23]=[CH:24][CH:25]=1, predict the reactants needed to synthesize it. The reactants are: [CH3:1][C:2]1([C:10]2[CH:15]=[CH:14][CH:13]=[CH:12][CH:11]=2)[CH2:7][CH2:6][C:5](=[O:8])[CH2:4][C:3]1=[O:9].[H-].[Na+].[F:18][C:19]([F:30])([F:29])[C:20]1[CH:25]=[CH:24][CH:23]=[C:22]([N:26]=[C:27]=[O:28])[CH:21]=1. (4) Given the product [F:23][C:24]1[CH:32]=[CH:31][C:27]([C:28]([NH:14][C:15]2[CH:22]=[CH:21][C:18]([CH2:19][NH:20][C:7]3[C:6]4[C:11](=[C:2]([CH3:1])[CH:3]=[CH:4][CH:5]=4)[N:10]=[C:9]([NH:34][CH3:33])[N:8]=3)=[CH:17][CH:16]=2)=[O:29])=[CH:26][CH:25]=1, predict the reactants needed to synthesize it. The reactants are: [CH3:1][C:2]1[CH:3]=[CH:4][CH:5]=[C:6]2[C:11]=1[N:10]=[C:9](Cl)[N:8]=[C:7]2Cl.[NH2:14][C:15]1[CH:22]=[CH:21][C:18]([CH2:19][NH2:20])=[CH:17][CH:16]=1.[F:23][C:24]1[CH:32]=[CH:31][C:27]([C:28](Cl)=[O:29])=[CH:26][CH:25]=1.[CH3:33][NH2:34]. (5) The reactants are: [S:1]1[CH:5]=[CH:4][C:3]([C:6]2[CH:13]=[CH:12][C:9]([CH:10]=[O:11])=[CH:8][N:7]=2)=[CH:2]1.[CH:14]1([Mg]Br)[CH2:16][CH2:15]1. Given the product [CH:14]1([CH:10]([C:9]2[CH:8]=[N:7][C:6]([C:3]3[CH:4]=[CH:5][S:1][CH:2]=3)=[CH:13][CH:12]=2)[OH:11])[CH2:16][CH2:15]1, predict the reactants needed to synthesize it. (6) Given the product [Cl:13][C:10]1[C:9]2[C:4](=[CH:5][CH:6]=[C:7]([F:14])[CH:8]=2)[N:3]=[C:2]([C:20]2[CH:25]=[CH:24][CH:23]=[CH:22][N:21]=2)[C:11]=1[CH3:12], predict the reactants needed to synthesize it. The reactants are: Cl[C:2]1[C:11]([CH3:12])=[C:10]([Cl:13])[C:9]2[C:4](=[CH:5][CH:6]=[C:7]([F:14])[CH:8]=2)[N:3]=1.C([Sn](CCCC)(CCCC)[C:20]1[CH:25]=[CH:24][CH:23]=[CH:22][N:21]=1)CCC.